This data is from Forward reaction prediction with 1.9M reactions from USPTO patents (1976-2016). The task is: Predict the product of the given reaction. (1) The product is: [C:12]([NH:20][C:21]1[CH:33]=[C:32]([O:9][C:3]2[CH:4]=[CH:5][C:6]([Cl:8])=[CH:7][C:2]=2[Cl:1])[CH:31]=[CH:30][C:22]=1[C:23]([O:25][C:26]([CH3:28])([CH3:29])[CH3:27])=[O:24])(=[O:19])[C:13]1[CH:14]=[CH:15][CH:16]=[CH:17][CH:18]=1. Given the reactants [Cl:1][C:2]1[CH:7]=[C:6]([Cl:8])[CH:5]=[CH:4][C:3]=1[OH:9].[H-].[Na+].[C:12]([NH:20][C:21]1[CH:33]=[C:32](Br)[CH:31]=[CH:30][C:22]=1[C:23]([O:25][C:26]([CH3:29])([CH3:28])[CH3:27])=[O:24])(=[O:19])[C:13]1[CH:18]=[CH:17][CH:16]=[CH:15][CH:14]=1.C(P(C(C)(C)C)C1C=CC=CC=1C1C(C(C)C)=CC(C(C)C)=CC=1C(C)C)(C)(C)C.C(O)(=O)CC(CC(O)=O)(C(O)=O)O, predict the reaction product. (2) Given the reactants CS[C:3](=[C:17]([C:20]#[N:21])[C:18]#[N:19])[N:4]1[CH2:9][CH2:8][CH:7]([CH2:10][N:11]2[CH2:16][CH2:15][CH2:14][CH2:13][CH2:12]2)[CH2:6][CH2:5]1.[NH2:22][CH2:23][CH2:24][N:25]1[CH2:29][CH2:28][CH2:27][C@@H:26]1[CH3:30], predict the reaction product. The product is: [CH3:30][C@H:26]1[CH2:27][CH2:28][CH2:29][N:25]1[CH2:24][CH2:23][NH:22][C:3](=[C:17]([C:20]#[N:21])[C:18]#[N:19])[N:4]1[CH2:9][CH2:8][CH:7]([CH2:10][N:11]2[CH2:16][CH2:15][CH2:14][CH2:13][CH2:12]2)[CH2:6][CH2:5]1. (3) Given the reactants [OH-].[Li+].[F:3][C:4]1[CH:5]=[C:6]([C:11]2[CH:16]=[CH:15][C:14]([C:17]([O:19]C)=[O:18])=[C:13]([N+:21]([O-:23])=[O:22])[CH:12]=2)[CH:7]=[C:8]([F:10])[CH:9]=1.CO.O, predict the reaction product. The product is: [F:3][C:4]1[CH:5]=[C:6]([C:11]2[CH:16]=[CH:15][C:14]([C:17]([OH:19])=[O:18])=[C:13]([N+:21]([O-:23])=[O:22])[CH:12]=2)[CH:7]=[C:8]([F:10])[CH:9]=1. (4) Given the reactants [CH:1]1[C:10]2[C:5](=[CH:6][C:7](C(OC)=O)=[CH:8][CH:9]=2)[CH:4]=[CH:3][C:2]=1[C:15]([O:17]C)=O.[CH:19]([NH2:21])=[O:20].C[N:23](C)C=O.C[O-].[Na+], predict the reaction product. The product is: [CH:1]1[C:10]2[C:5](=[CH:6][C:7]([C:19]([NH2:21])=[O:20])=[CH:8][CH:9]=2)[CH:4]=[CH:3][C:2]=1[C:15]([NH2:23])=[O:17]. (5) Given the reactants [CH3:1][C:2]1[CH:7]=[CH:6][C:5]([NH:8][C:9](=[O:14])[C:10]([F:13])([F:12])[F:11])=[CH:4][C:3]=1[C:15]([F:18])([F:17])[F:16].[Br:19]N1C(=O)CCC1=O.O, predict the reaction product. The product is: [Br:19][CH2:1][C:2]1[CH:7]=[CH:6][C:5]([NH:8][C:9](=[O:14])[C:10]([F:13])([F:12])[F:11])=[CH:4][C:3]=1[C:15]([F:16])([F:17])[F:18]. (6) Given the reactants [CH3:1][O:2][C:3]1[C:11]2[O:10][C:9]([C:12]([F:15])([F:14])[F:13])=[CH:8][C:7]=2[C:6]([C:16](=[O:19])[CH2:17][CH3:18])=[CH:5][CH:4]=1.[H-].[Na+].[Cl-].[NH4+].[C:24](=[O:29])([O:27][CH3:28])OC, predict the reaction product. The product is: [CH3:1][O:2][C:3]1[C:11]2[O:10][C:9]([C:12]([F:13])([F:14])[F:15])=[CH:8][C:7]=2[C:6]([C:16](=[O:19])[CH:17]([CH3:18])[C:24]([O:27][CH3:28])=[O:29])=[CH:5][CH:4]=1. (7) Given the reactants [NH2:1][C:2]1[N:3]=[C:4]([NH:9][CH2:10][CH2:11][NH:12]C(=O)OC(C)(C)C)[S:5][C:6]=1[C:7]#[N:8].[ClH:20], predict the reaction product. The product is: [ClH:20].[ClH:20].[NH2:1][C:2]1[N:3]=[C:4]([NH:9][CH2:10][CH2:11][NH2:12])[S:5][C:6]=1[C:7]#[N:8]. (8) Given the reactants [CH2:1]([O:5][C:6]1[C:15]2[C:10](=[CH:11][CH:12]=[C:13](/[CH:16]=[CH:17]/[C:18]3[N:19]=[CH:20][S:21][CH:22]=3)[CH:14]=2)[C:9](=[O:23])[N:8]([CH2:24][CH:25]([CH3:27])[CH3:26])[C:7]=1[CH2:28][NH:29]C(=O)OC(C)(C)C)[CH2:2][CH2:3][CH3:4].[ClH:37], predict the reaction product. The product is: [ClH:37].[NH2:29][CH2:28][C:7]1[N:8]([CH2:24][CH:25]([CH3:26])[CH3:27])[C:9](=[O:23])[C:10]2[C:15]([C:6]=1[O:5][CH2:1][CH2:2][CH2:3][CH3:4])=[CH:14][C:13](/[CH:16]=[CH:17]/[C:18]1[N:19]=[CH:20][S:21][CH:22]=1)=[CH:12][CH:11]=2.